From a dataset of Reaction yield outcomes from USPTO patents with 853,638 reactions. Predict the reaction yield, written as a fraction of the theoretical maximum amount of product (1.0 means a 100% yield; for example, 0.34 means a 34% yield). (1) The reactants are [F:1][C:2]1[CH:7]=[CH:6][C:5]([C:8]2[C:20]([CH:21]([OH:24])[C:22]#[CH:23])=[C:11]3[CH:12]=[CH:13][C:14]([C:16]([F:19])([F:18])[F:17])=[CH:15][N:10]3[N:9]=2)=[CH:4][CH:3]=1. The catalyst is C(Cl)(Cl)Cl.[O-2].[O-2].[Mn+4]. The product is [F:1][C:2]1[CH:3]=[CH:4][C:5]([C:8]2[C:20]([C:21](=[O:24])[C:22]#[CH:23])=[C:11]3[CH:12]=[CH:13][C:14]([C:16]([F:19])([F:18])[F:17])=[CH:15][N:10]3[N:9]=2)=[CH:6][CH:7]=1. The yield is 0.690. (2) The reactants are CO[CH:3](OC)[CH2:4][NH:5][C:6]1[C:11]([CH2:12][C:13]([O:15][CH3:16])=[O:14])=[CH:10][N:9]=[C:8]([CH2:17][C:18]2[CH:23]=[CH:22][C:21]([N+:24]([O-:26])=[O:25])=[CH:20][CH:19]=2)[N:7]=1.Cl. The catalyst is O1CCOCC1. The product is [N+:24]([C:21]1[CH:22]=[CH:23][C:18]([CH2:17][C:8]2[N:7]3[CH:3]=[CH:4][N:5]=[C:6]3[C:11]([CH2:12][C:13]([O:15][CH3:16])=[O:14])=[CH:10][N:9]=2)=[CH:19][CH:20]=1)([O-:26])=[O:25]. The yield is 0.0300.